Predict the product of the given reaction. From a dataset of Forward reaction prediction with 1.9M reactions from USPTO patents (1976-2016). (1) The product is: [Br:1][C:2]1[CH:3]=[C:4]([NH:10][C:11]2[S:40][C:34]3[CH2:33][N:32]([CH3:31])[CH2:13][CH2:14][C:15]=3[N:16]=2)[C:5](=[O:9])[N:6]([CH3:8])[CH:7]=1. Given the reactants [Br:1][C:2]1[CH:3]=[C:4]([NH:10][C:11]2[N:16]=[CH:15][C:14](N3CCN(C(OC(C)(C)C)=O)C[C@@H]3C)=[CH:13]C=2)[C:5](=[O:9])[N:6]([CH3:8])[CH:7]=1.[CH3:31][N:32]1CCC2N=C(N)[S:40][C:34]=2[CH2:33]1.BrC1C(=O)N(C)C=C(Br)C=1, predict the reaction product. (2) Given the reactants [CH2:1]([O:3][C:4]([C:6]1[CH:11]=[CH:10][C:9]([CH:12]([NH:14][NH:15][C:16]([O:18]C(C)(C)C)=O)[CH3:13])=[CH:8][CH:7]=1)=[O:5])[CH3:2].C(O)(C(F)(F)F)=O.C(Cl)Cl.C(Cl)(=O)[C:34]1[CH:39]=[CH:38][CH:37]=[CH:36][CH:35]=1.C(C1C=C(C)C=C(C(C)(C)C)N=1)(C)(C)C, predict the reaction product. The product is: [C:16]([NH:15][NH:14][C@@H:12]([C:9]1[CH:8]=[CH:7][C:6]([C:4]([O:3][CH2:1][CH3:2])=[O:5])=[CH:11][CH:10]=1)[CH3:13])(=[O:18])[C:34]1[CH:39]=[CH:38][CH:37]=[CH:36][CH:35]=1. (3) Given the reactants Cl[C:2]1[N:6]([CH3:7])[N:5]=[CH:4][C:3]=1[N+:8]([O-:10])=[O:9].[F:11][C@@H:12]1[CH2:16][CH2:15][NH:14][CH2:13]1, predict the reaction product. The product is: [F:11][C@@H:12]1[CH2:16][CH2:15][N:14]([C:2]2[N:6]([CH3:7])[N:5]=[CH:4][C:3]=2[N+:8]([O-:10])=[O:9])[CH2:13]1. (4) Given the reactants C(OC([N:8]1[CH2:13][CH2:12][N:11]([C:14]([C:16]2[C:17]([O:31][C:32]3[CH:37]=[CH:36][C:35]([C:38]#[N:39])=[CH:34][CH:33]=3)=[N:18][C:19]([O:22][C:23]3[CH:28]=[CH:27][C:26]([C:29]#[N:30])=[CH:25][CH:24]=3)=[CH:20][CH:21]=2)=[O:15])[CH2:10][CH2:9]1)=O)(C)(C)C.C(O)(C(F)(F)F)=O, predict the reaction product. The product is: [C:38]([C:35]1[CH:36]=[CH:37][C:32]([O:31][C:17]2[C:16]([C:14]([N:11]3[CH2:12][CH2:13][NH:8][CH2:9][CH2:10]3)=[O:15])=[CH:21][CH:20]=[C:19]([O:22][C:23]3[CH:28]=[CH:27][C:26]([C:29]#[N:30])=[CH:25][CH:24]=3)[N:18]=2)=[CH:33][CH:34]=1)#[N:39]. (5) Given the reactants Br[C:2]1[C:10]2[N:9]3[CH2:11][CH2:12][CH2:13][NH:14][C:15](=[O:16])[C:8]3=[CH:7][C:6]=2[CH:5]=[C:4]([F:17])[CH:3]=1.[F:18][C:19]1[CH:20]=[C:21](B(O)O)[CH:22]=[CH:23][C:24]=1[F:25], predict the reaction product. The product is: [F:18][C:19]1[CH:20]=[C:21]([C:2]2[C:10]3[N:9]4[CH2:11][CH2:12][CH2:13][NH:14][C:15](=[O:16])[C:8]4=[CH:7][C:6]=3[CH:5]=[C:4]([F:17])[CH:3]=2)[CH:22]=[CH:23][C:24]=1[F:25]. (6) Given the reactants [Br-:1].[NH2:2][CH2:3][CH2:4][CH2:5][N+:6]([CH2:9][CH2:10][NH:11][C:12]([C:14]1[C:19]([NH2:20])=[N:18][C:17]([NH2:21])=[C:16]([Cl:22])[N:15]=1)=[O:13])([CH3:8])[CH3:7].[CH2:23]([O:30][C:31]1[CH:36]=[CH:35][C:34]([CH2:37][C:38](O)=[O:39])=[CH:33][CH:32]=1)[C:24]1[CH:29]=[CH:28][CH:27]=[CH:26][CH:25]=1.CN1CCOCC1.C1(N=C=NC2CCCCC2)CCCCC1.ON1C2C=CC=CC=2N=N1, predict the reaction product. The product is: [Br-:1].[CH2:23]([O:30][C:31]1[CH:32]=[CH:33][C:34]([CH2:37][C:38]([NH:2][CH2:3][CH2:4][CH2:5][N+:6]([CH2:9][CH2:10][NH:11][C:12]([C:14]2[C:19]([NH2:20])=[N:18][C:17]([NH2:21])=[C:16]([Cl:22])[N:15]=2)=[O:13])([CH3:7])[CH3:8])=[O:39])=[CH:35][CH:36]=1)[C:24]1[CH:25]=[CH:26][CH:27]=[CH:28][CH:29]=1.